From a dataset of Forward reaction prediction with 1.9M reactions from USPTO patents (1976-2016). Predict the product of the given reaction. (1) Given the reactants [CH:1]1([N:6]2[C:10]3[N:11]=[C:12]([C:28]4[CH2:29][C:30]([CH3:37])([CH3:36])[NH:31][C:32]([CH3:35])([CH3:34])[CH:33]=4)[CH:13]=[C:14]([C:15]([NH:17][CH2:18][C:19]4[C:20](=[O:27])[NH:21][C:22]([CH3:26])=[CH:23][C:24]=4[CH3:25])=[O:16])[C:9]=3[CH:8]=[N:7]2)[CH2:5][CH2:4][CH2:3][CH2:2]1, predict the reaction product. The product is: [CH:1]1([N:6]2[C:10]3[N:11]=[C:12]([CH:28]4[CH2:33][C:32]([CH3:35])([CH3:34])[NH:31][C:30]([CH3:37])([CH3:36])[CH2:29]4)[CH:13]=[C:14]([C:15]([NH:17][CH2:18][C:19]4[C:20](=[O:27])[NH:21][C:22]([CH3:26])=[CH:23][C:24]=4[CH3:25])=[O:16])[C:9]=3[CH:8]=[N:7]2)[CH2:2][CH2:3][CH2:4][CH2:5]1. (2) Given the reactants [NH2:1][C:2]1[N:27]=[C:5]2[CH:6]=[CH:7][C:8]([C:10]3[CH:15]=[CH:14][C:13]([NH:16][C:17](=[O:26])[CH2:18][C:19]4[CH:24]=[CH:23][C:22]([F:25])=[CH:21][CH:20]=4)=[CH:12][CH:11]=3)=[CH:9][N:4]2[N:3]=1.[CH2:28]([N:30]([CH2:45][CH3:46])[C:31](=[O:44])[C:32]1[CH:37]=[CH:36][C:35](I)=[C:34]([O:39][CH2:40][CH2:41][O:42][CH3:43])[CH:33]=1)[CH3:29].CC(C1C=C(C(C)C)C(C2C=CC=CC=2P(C2CCCCC2)C2CCCCC2)=C(C(C)C)C=1)C.CC(C)([O-])C.[Na+], predict the reaction product. The product is: [CH2:45]([N:30]([CH2:28][CH3:29])[C:31](=[O:44])[C:32]1[CH:37]=[CH:36][C:35]([NH:1][C:2]2[N:27]=[C:5]3[CH:6]=[CH:7][C:8]([C:10]4[CH:11]=[CH:12][C:13]([NH:16][C:17](=[O:26])[CH2:18][C:19]5[CH:24]=[CH:23][C:22]([F:25])=[CH:21][CH:20]=5)=[CH:14][CH:15]=4)=[CH:9][N:4]3[N:3]=2)=[C:34]([O:39][CH2:40][CH2:41][O:42][CH3:43])[CH:33]=1)[CH3:46].